From a dataset of NCI-60 drug combinations with 297,098 pairs across 59 cell lines. Regression. Given two drug SMILES strings and cell line genomic features, predict the synergy score measuring deviation from expected non-interaction effect. (1) Drug 1: C1C(C(OC1N2C=NC3=C2NC=NCC3O)CO)O. Drug 2: CC12CCC3C(C1CCC2OP(=O)(O)O)CCC4=C3C=CC(=C4)OC(=O)N(CCCl)CCCl.[Na+]. Cell line: EKVX. Synergy scores: CSS=5.49, Synergy_ZIP=-2.37, Synergy_Bliss=-2.89, Synergy_Loewe=-2.59, Synergy_HSA=-3.57. (2) Drug 1: C1CCC(C1)C(CC#N)N2C=C(C=N2)C3=C4C=CNC4=NC=N3. Drug 2: C1=CC=C(C(=C1)C(C2=CC=C(C=C2)Cl)C(Cl)Cl)Cl. Cell line: OVCAR-8. Synergy scores: CSS=2.80, Synergy_ZIP=0.414, Synergy_Bliss=1.41, Synergy_Loewe=0.138, Synergy_HSA=-0.494. (3) Drug 1: C1CN1P(=S)(N2CC2)N3CC3. Synergy scores: CSS=4.07, Synergy_ZIP=0.632, Synergy_Bliss=2.37, Synergy_Loewe=-2.66, Synergy_HSA=-0.689. Cell line: EKVX. Drug 2: C(=O)(N)NO. (4) Drug 1: CCCCC(=O)OCC(=O)C1(CC(C2=C(C1)C(=C3C(=C2O)C(=O)C4=C(C3=O)C=CC=C4OC)O)OC5CC(C(C(O5)C)O)NC(=O)C(F)(F)F)O. Drug 2: B(C(CC(C)C)NC(=O)C(CC1=CC=CC=C1)NC(=O)C2=NC=CN=C2)(O)O. Cell line: HOP-62. Synergy scores: CSS=92.9, Synergy_ZIP=1.12, Synergy_Bliss=-1.56, Synergy_Loewe=-1.17, Synergy_HSA=-0.992. (5) Drug 1: C1CC(C1)(C(=O)O)C(=O)O.[NH2-].[NH2-].[Pt+2]. Drug 2: CC1=C(C(=CC=C1)Cl)NC(=O)C2=CN=C(S2)NC3=CC(=NC(=N3)C)N4CCN(CC4)CCO. Cell line: NCI/ADR-RES. Synergy scores: CSS=1.18, Synergy_ZIP=2.21, Synergy_Bliss=4.80, Synergy_Loewe=4.41, Synergy_HSA=0.609. (6) Cell line: SK-MEL-5. Drug 1: C1CCC(CC1)NC(=O)N(CCCl)N=O. Synergy scores: CSS=21.0, Synergy_ZIP=-2.18, Synergy_Bliss=4.75, Synergy_Loewe=-2.14, Synergy_HSA=2.77. Drug 2: CC1=C(N=C(N=C1N)C(CC(=O)N)NCC(C(=O)N)N)C(=O)NC(C(C2=CN=CN2)OC3C(C(C(C(O3)CO)O)O)OC4C(C(C(C(O4)CO)O)OC(=O)N)O)C(=O)NC(C)C(C(C)C(=O)NC(C(C)O)C(=O)NCCC5=NC(=CS5)C6=NC(=CS6)C(=O)NCCC[S+](C)C)O. (7) Drug 1: CCC1(CC2CC(C3=C(CCN(C2)C1)C4=CC=CC=C4N3)(C5=C(C=C6C(=C5)C78CCN9C7C(C=CC9)(C(C(C8N6C=O)(C(=O)OC)O)OC(=O)C)CC)OC)C(=O)OC)O.OS(=O)(=O)O. Drug 2: C1C(C(OC1N2C=NC(=NC2=O)N)CO)O. Cell line: MOLT-4. Synergy scores: CSS=71.3, Synergy_ZIP=1.59, Synergy_Bliss=2.38, Synergy_Loewe=2.19, Synergy_HSA=3.11. (8) Drug 1: CS(=O)(=O)C1=CC(=C(C=C1)C(=O)NC2=CC(=C(C=C2)Cl)C3=CC=CC=N3)Cl. Drug 2: CN(CCCl)CCCl.Cl. Cell line: OVCAR-5. Synergy scores: CSS=16.7, Synergy_ZIP=-1.54, Synergy_Bliss=2.65, Synergy_Loewe=-1.43, Synergy_HSA=1.29. (9) Drug 1: C1=CC(=CC=C1CCCC(=O)O)N(CCCl)CCCl. Drug 2: C1CC(C1)(C(=O)O)C(=O)O.[NH2-].[NH2-].[Pt+2]. Cell line: SF-539. Synergy scores: CSS=38.1, Synergy_ZIP=-8.20, Synergy_Bliss=-6.08, Synergy_Loewe=-8.85, Synergy_HSA=-1.97.